Dataset: Reaction yield outcomes from USPTO patents with 853,638 reactions. Task: Predict the reaction yield, written as a fraction of the theoretical maximum amount of product (1.0 means a 100% yield; for example, 0.34 means a 34% yield). (1) The reactants are [CH:1]1([CH2:4][N:5]([S:18]([C:21]2[S:22][CH:23]=[CH:24][CH:25]=2)(=[O:20])=[O:19])[C:6]2[CH:7]=[CH:8][CH:9]=[C:10]3[C:14]=2[NH:13][C:12]([C:15]([NH2:17])=O)=[CH:11]3)[CH2:3][CH2:2]1.COC1C=CC(P2(SP(C3C=CC(OC)=CC=3)(=S)S2)=[S:35])=CC=1. The catalyst is O1CCCC1. The product is [CH:1]1([CH2:4][N:5]([S:18]([C:21]2[S:22][CH:23]=[CH:24][CH:25]=2)(=[O:20])=[O:19])[C:6]2[CH:7]=[CH:8][CH:9]=[C:10]3[C:14]=2[NH:13][C:12]([C:15](=[S:35])[NH2:17])=[CH:11]3)[CH2:3][CH2:2]1. The yield is 0.880. (2) The reactants are Cl.[C:2]1(=[O:13])[C:7]2([CH2:12][CH2:11][NH:10][CH2:9][CH2:8]2)[CH2:6][CH2:5][CH2:4][NH:3]1.C([O-])([O-])=O.[K+].[K+].Cl[C:21]1[O:22][C:23]2[CH:29]=[CH:28][CH:27]=[CH:26][C:24]=2[N:25]=1. The catalyst is CN(C=O)C. The product is [O:22]1[C:23]2[CH:29]=[CH:28][CH:27]=[CH:26][C:24]=2[N:25]=[C:21]1[N:10]1[CH2:11][CH2:12][C:7]2([C:2](=[O:13])[NH:3][CH2:4][CH2:5][CH2:6]2)[CH2:8][CH2:9]1. The yield is 0.720.